Dataset: TCR-epitope binding with 47,182 pairs between 192 epitopes and 23,139 TCRs. Task: Binary Classification. Given a T-cell receptor sequence (or CDR3 region) and an epitope sequence, predict whether binding occurs between them. (1) The epitope is AYILFTRFFYV. The TCR CDR3 sequence is CASSLEGPLSSGANVLTF. Result: 1 (the TCR binds to the epitope). (2) The epitope is SEPVLKGVKL. The TCR CDR3 sequence is CASSYLNTIYF. Result: 0 (the TCR does not bind to the epitope).